From a dataset of Reaction yield outcomes from USPTO patents with 853,638 reactions. Predict the reaction yield, written as a fraction of the theoretical maximum amount of product (1.0 means a 100% yield; for example, 0.34 means a 34% yield). (1) The reactants are [O-]P([O-])([O-])=O.[K+].[K+].[K+].[C@@H]1(N)CCCC[C@H]1N.I[C:18]1[CH:19]=[C:20]([CH3:25])[CH:21]=[C:22]([CH3:24])[CH:23]=1.[NH:26]1[CH2:30][CH2:29][CH2:28][C:27]1=[O:31].CCCCCCCCCCCC. The catalyst is [Cu]I.O1CCOCC1. The product is [CH3:24][C:22]1[CH:23]=[C:18]([N:26]2[CH2:30][CH2:29][CH2:28][C:27]2=[O:31])[CH:19]=[C:20]([CH3:25])[CH:21]=1. The yield is 0.950. (2) The reactants are [NH2:1][C:2]1[N:7]=[CH:6][C:5]([N:8]2[CH2:11][CH:10]([OH:12])[CH2:9]2)=[CH:4][CH:3]=1.Br[C:14]1[C:15](=[O:22])[N:16]([CH3:21])[CH:17]=[C:18]([Br:20])[CH:19]=1.CC1(C)C2C(=C(P(C3C=CC=CC=3)C3C=CC=CC=3)C=CC=2)OC2C(P(C3C=CC=CC=3)C3C=CC=CC=3)=CC=CC1=2.C([O-])([O-])=O.[Cs+].[Cs+]. The catalyst is C1C=CC(/C=C/C(/C=C/C2C=CC=CC=2)=O)=CC=1.C1C=CC(/C=C/C(/C=C/C2C=CC=CC=2)=O)=CC=1.C1C=CC(/C=C/C(/C=C/C2C=CC=CC=2)=O)=CC=1.[Pd].[Pd].O1CCOCC1. The product is [Br:20][C:18]1[CH:19]=[C:14]([NH:1][C:2]2[CH:3]=[CH:4][C:5]([N:8]3[CH2:9][CH:10]([OH:12])[CH2:11]3)=[CH:6][N:7]=2)[C:15](=[O:22])[N:16]([CH3:21])[CH:17]=1. The yield is 0.890. (3) The reactants are [CH2:1]([N:8]1[C:17]2[C:12](=[CH:13][C:14](Br)=[CH:15][CH:16]=2)[CH2:11][C@H:10]([NH:19][S:20]([C:23]2[CH:28]=[CH:27][CH:26]=[CH:25][CH:24]=2)(=[O:22])=[O:21])[CH2:9]1)[C:2]1[CH:7]=[CH:6][CH:5]=[CH:4][CH:3]=1.[C:29]1(B(O)O)[CH:34]=[CH:33][CH:32]=[CH:31][CH:30]=1.C([O-])([O-])=O.[K+].[K+]. The catalyst is C1COCC1.CO. The product is [CH2:1]([N:8]1[C:17]2[C:12](=[CH:13][C:14]([C:29]3[CH:34]=[CH:33][CH:32]=[CH:31][CH:30]=3)=[CH:15][CH:16]=2)[CH2:11][CH:10]([NH:19][S:20]([C:23]2[CH:28]=[CH:27][CH:26]=[CH:25][CH:24]=2)(=[O:22])=[O:21])[CH2:9]1)[C:2]1[CH:7]=[CH:6][CH:5]=[CH:4][CH:3]=1. The yield is 0.510.